This data is from Reaction yield outcomes from USPTO patents with 853,638 reactions. The task is: Predict the reaction yield, written as a fraction of the theoretical maximum amount of product (1.0 means a 100% yield; for example, 0.34 means a 34% yield). (1) The reactants are Br[CH2:2][C:3]1[CH:4]=[C:5]([C:11]2[CH:16]=[CH:15][CH:14]=[C:13]([Cl:17])[CH:12]=2)[C:6]([O:9][CH3:10])=[N:7][CH:8]=1.[Cl:18][C:19]1[N:24]=[CH:23][C:22](B(O)O)=[CH:21][N:20]=1.C([O-])(O)=O.[Na+]. The catalyst is C(#N)C.C1C=CC(P(C2C=CC=CC=2)[C-]2C=CC=C2)=CC=1.C1C=CC(P(C2C=CC=CC=2)[C-]2C=CC=C2)=CC=1.Cl[Pd]Cl.[Fe+2].C(Cl)Cl. The product is [Cl:18][C:19]1[N:24]=[CH:23][C:22]([CH2:2][C:3]2[CH:8]=[N:7][C:6]([O:9][CH3:10])=[C:5]([C:11]3[CH:16]=[CH:15][CH:14]=[C:13]([Cl:17])[CH:12]=3)[CH:4]=2)=[CH:21][N:20]=1. The yield is 0.550. (2) The reactants are [Cl:1][C:2]1[N:3]=[C:4]([O:20][CH:21]([CH3:23])[CH3:22])[C:5]2[C:10](I)=[CH:9][N:8]([CH2:12][O:13][CH2:14][CH2:15][Si:16]([CH3:19])([CH3:18])[CH3:17])[C:6]=2[N:7]=1.CC1([CH2+])C(C)(C)OB([C:32]2[CH:37]=[CH:36][C:35]([C:38]3[N:39]([CH2:43][O:44][CH2:45][CH2:46][Si:47]([CH3:50])([CH3:49])[CH3:48])[CH:40]=[CH:41][N:42]=3)=[CH:34][CH:33]=2)O1.O.O.O.P([O-])([O-])([O-])=O.[K+].[K+].[K+].O1CCOCC1. The catalyst is O. The product is [Cl:1][C:2]1[N:3]=[C:4]([O:20][CH:21]([CH3:23])[CH3:22])[C:5]2[C:10]([C:32]3[CH:33]=[CH:34][C:35]([C:38]4[N:39]([CH2:43][O:44][CH2:45][CH2:46][Si:47]([CH3:50])([CH3:49])[CH3:48])[CH:40]=[CH:41][N:42]=4)=[CH:36][CH:37]=3)=[CH:9][N:8]([CH2:12][O:13][CH2:14][CH2:15][Si:16]([CH3:19])([CH3:18])[CH3:17])[C:6]=2[N:7]=1. The yield is 0.820. (3) The reactants are [Br:1][C:2]1[CH:3]=[CH:4][C:5]([S:8](Cl)(=[O:10])=[O:9])=[N:6][CH:7]=1.N1C=CC=CC=1.[F:18][C:19]1[CH:24]=[CH:23][C:22]([NH:25][CH2:26][CH:27]([CH3:29])[CH3:28])=[CH:21][CH:20]=1.C([O-])(O)=O.[Na+]. The catalyst is C(Cl)Cl.O. The product is [F:18][C:19]1[CH:24]=[CH:23][C:22]([N:25]([CH2:26][CH:27]([CH3:29])[CH3:28])[S:8]([C:5]2[CH:4]=[CH:3][C:2]([Br:1])=[CH:7][N:6]=2)(=[O:10])=[O:9])=[CH:21][CH:20]=1. The yield is 0.780. (4) The catalyst is C(#N)C. The product is [Cl:25][C:23]1[CH:22]=[CH:21][C:12]([O:13][CH:14]2[CH2:19][CH2:18][CH:17]([OH:20])[CH2:16][CH2:15]2)=[C:11]([NH:10][C:35]([C:28]2[CH:27]=[N:26][N:30]3[CH:29]=[CH:34][CH:33]=[N:32][C:31]=23)=[O:37])[CH:24]=1. The reactants are C(N(C(C)C)CC)(C)C.[NH2:10][C:11]1[CH:24]=[C:23]([Cl:25])[CH:22]=[CH:21][C:12]=1[O:13][CH:14]1[CH2:19][CH2:18][CH:17]([OH:20])[CH2:16][CH2:15]1.[N:26]1[N:30]2[CH:31]=[N:32][CH:33]=[CH:34][C:29]2=[C:28]([C:35]([OH:37])=O)[CH:27]=1.CN(C(ON1N=NC2C=CC=CC1=2)=[N+](C)C)C.F[P-](F)(F)(F)(F)F. The yield is 0.380. (5) The reactants are N(C(C)(C)C#N)=NC(C)(C)C#N.C(#N)C.[CH3:16][C:17]1[CH:26]=[C:25]2[C:20]([CH:21]=[CH:22][C:23]([C:27]#[N:28])=[CH:24]2)=[CH:19][CH:18]=1.[Br:29]N1C(=O)CCC1=O. The catalyst is C1(C)C=CC=CC=1.O. The product is [Br:29][CH2:16][C:17]1[CH:26]=[C:25]2[C:20]([CH:21]=[CH:22][C:23]([C:27]#[N:28])=[CH:24]2)=[CH:19][CH:18]=1. The yield is 0.820. (6) The reactants are [C:1]([OH:11])(=[O:10])[C@H:2]([C:4]1[CH:9]=[CH:8][CH:7]=[CH:6][CH:5]=1)[OH:3].[CH3:12][N:13]([CH2:33][C@@H:34]1[C:37]2[CH:38]=[C:39]([O:44][CH3:45])[C:40]([O:42][CH3:43])=[CH:41][C:36]=2[CH2:35]1)[CH2:14][CH2:15][CH2:16][N:17]1[C:27](=[O:28])[CH2:26][C:25]2[C:20](=[CH:21][C:22]([O:31][CH3:32])=[C:23]([O:29][CH3:30])[CH:24]=2)[CH2:19][CH2:18]1. The product is [CH3:12][N:13]([CH2:33][C@@H:34]1[C:37]2[CH:38]=[C:39]([O:44][CH3:45])[C:40]([O:42][CH3:43])=[CH:41][C:36]=2[CH2:35]1)[CH2:14][CH2:15][CH2:16][N:17]1[C:27](=[O:28])[CH2:26][C:25]2[C:20](=[CH:21][C:22]([O:31][CH3:32])=[C:23]([O:29][CH3:30])[CH:24]=2)[CH2:19][CH2:18]1.[C:1]([O-:11])(=[O:10])[C@H:2]([C:4]1[CH:9]=[CH:8][CH:7]=[CH:6][CH:5]=1)[OH:3]. The catalyst is C(#N)C.ClCCl. The yield is 0.800.